From a dataset of Reaction yield outcomes from USPTO patents with 853,638 reactions. Predict the reaction yield, written as a fraction of the theoretical maximum amount of product (1.0 means a 100% yield; for example, 0.34 means a 34% yield). The reactants are [NH2:1][C:2]1[C:15]2[C:6](=[CH:7][C:8]3[C:9]4[C:14]=2[C:13](=[O:16])[N:12]([CH2:17][CH2:18][N:19]([CH3:21])[CH3:20])[C:11](=[O:22])[C:10]=4[CH:23]=[CH:24][CH:25]=3)[CH:5]=[CH:4][CH:3]=1.C(Cl)Cl.[CH3:29][OH:30]. The catalyst is C1(C)C=CC=CC=1. The product is [CH3:21][N:19]([CH3:20])[CH2:18][CH2:17][N:12]1[C:11](=[O:22])[C:10]2[CH:23]=[CH:24][CH:25]=[C:8]3[C:9]=2[C:14](=[C:15]2[C:2]([NH:1][C:13](=[O:16])[CH2:14][C:29](=[O:30])[CH2:24][CH2:25][CH2:8][CH2:7][CH2:6][CH2:15][CH2:2][CH2:3][CH3:4])=[CH:3][CH:4]=[CH:5][C:6]2=[CH:7]3)[C:13]1=[O:16]. The yield is 0.630.